This data is from CYP1A2 inhibition data for predicting drug metabolism from PubChem BioAssay. The task is: Regression/Classification. Given a drug SMILES string, predict its absorption, distribution, metabolism, or excretion properties. Task type varies by dataset: regression for continuous measurements (e.g., permeability, clearance, half-life) or binary classification for categorical outcomes (e.g., BBB penetration, CYP inhibition). Dataset: cyp1a2_veith. (1) The drug is COc1ccc(C(=O)NNC(=O)CSc2nnc(COc3ccc4ccccc4c3)n2C)cc1. The result is 0 (non-inhibitor). (2) The compound is CCOc1ccc(N2C(=O)c3cccnc3C2=O)cc1. The result is 0 (non-inhibitor). (3) The compound is COc1ccccc1-c1nc(NCc2ccccc2)c2ccccc2n1. The result is 1 (inhibitor). (4) The compound is CCCC[N+]12CCC(CC1)C(C(=O)c1cccs1)C2.[Br-]. The result is 0 (non-inhibitor). (5) The molecule is NCC1(CC(=O)O)CCCCC1. The result is 0 (non-inhibitor). (6) The compound is Cc1ccsc1/C=C\C1=NCCCN1C.O=C(O)[C@@H](O)[C@@H](O)C(=O)O. The result is 1 (inhibitor). (7) The drug is Cc1cccc(NC(=O)CSc2nnnn2C)n1. The result is 1 (inhibitor). (8) The molecule is COc1cc(NCCC(=O)O)c2ncccc2c1. The result is 0 (non-inhibitor).